From a dataset of Full USPTO retrosynthesis dataset with 1.9M reactions from patents (1976-2016). Predict the reactants needed to synthesize the given product. (1) Given the product [OH:9][NH:8][C:1]([C:3]1[O:4][CH:5]=[CH:6][CH:7]=1)=[NH:2], predict the reactants needed to synthesize it. The reactants are: [C:1]([C:3]1[O:4][CH:5]=[CH:6][CH:7]=1)#[N:2].[NH2:8][OH:9]. (2) Given the product [CH3:1][CH:2]([CH2:6][C:7]1[CH:15]=[CH:14][CH:13]=[C:12]2[C:8]=1[CH2:9][CH:10]([CH3:17])[C:11]2=[O:16])[C:3]([O:5][CH3:22])=[O:4], predict the reactants needed to synthesize it. The reactants are: [CH3:1][CH:2]([CH2:6][C:7]1[CH:15]=[CH:14][CH:13]=[C:12]2[C:8]=1[CH2:9][CH:10]([CH3:17])[C:11]2=[O:16])[C:3]([OH:5])=[O:4].S(Cl)(Cl)=O.[CH3:22]O. (3) Given the product [F:19][C:20]1[CH:21]=[CH:22][C:23]([N:26]2[CH2:31][CH2:30][N:29]([CH:2]([C:4]3[CH:9]=[CH:8][C:7]([C:10]4([NH:13][C:14](=[O:16])[CH3:15])[CH2:12][CH2:11]4)=[CH:6][CH:5]=3)[CH3:3])[CH2:28][CH2:27]2)=[CH:24][CH:25]=1, predict the reactants needed to synthesize it. The reactants are: Cl[CH:2]([C:4]1[CH:9]=[CH:8][C:7]([C:10]2([NH:13][C:14](=[O:16])[CH3:15])[CH2:12][CH2:11]2)=[CH:6][CH:5]=1)[CH3:3].Cl.Cl.[F:19][C:20]1[CH:25]=[CH:24][C:23]([N:26]2[CH2:31][CH2:30][NH:29][CH2:28][CH2:27]2)=[CH:22][CH:21]=1. (4) Given the product [CH3:1][N:2]1[CH:6]=[CH:5][N:4]([CH2:15][CH2:16][CH2:17][CH2:18][CH2:19][CH2:20][N:21]2[C:25](=[O:26])[C:24]3=[CH:27][CH:28]=[CH:29][CH:30]=[C:23]3[C:22]2=[O:31])[C:3]1=[C:7]1[N:8]=[CH:9][CH:10]=[N:11]1, predict the reactants needed to synthesize it. The reactants are: [CH3:1][N:2]1[CH2:6][CH:5]=[N:4][C:3]1=[C:7]1[N:11]=[CH:10][CH:9]=[N:8]1.[H-].[Na+].Br[CH2:15][CH2:16][CH2:17][CH2:18][CH2:19][CH2:20][N:21]1[C:25](=[O:26])[C:24]2=[CH:27][CH:28]=[CH:29][CH:30]=[C:23]2[C:22]1=[O:31].[I-].[Na+].